Dataset: Forward reaction prediction with 1.9M reactions from USPTO patents (1976-2016). Task: Predict the product of the given reaction. (1) Given the reactants [CH3:1][NH:2][C@H:3]([C:12]([NH:14][C@H:15]([C:20]([N:22]([C@@H:24]([CH:33]([CH3:35])[CH3:34])/[CH:25]=[C:26](\[CH3:32])/[C:27]([O:29]CC)=[O:28])[CH3:23])=[O:21])[C:16]([CH3:19])([CH3:18])[CH3:17])=[O:13])[C:4]([C:7]1[S:8][CH:9]=[CH:10][CH:11]=1)([CH3:6])[CH3:5].[OH-].[Li+], predict the reaction product. The product is: [CH3:1][NH:2][C@H:3]([C:12]([NH:14][C@H:15]([C:20]([N:22]([C@@H:24]([CH:33]([CH3:35])[CH3:34])/[CH:25]=[C:26](/[C:27]([OH:29])=[O:28])\[CH3:32])[CH3:23])=[O:21])[C:16]([CH3:19])([CH3:18])[CH3:17])=[O:13])[C:4]([C:7]1[S:8][CH:9]=[CH:10][CH:11]=1)([CH3:5])[CH3:6]. (2) Given the reactants [F:1][C:2]1[CH:7]=[CH:6][C:5]([F:8])=[CH:4][C:3]=1[CH2:9]O.P(Br)(Br)[Br:12].C(=O)(O)[O-].[Na+], predict the reaction product. The product is: [Br:12][CH2:9][C:3]1[CH:4]=[C:5]([F:8])[CH:6]=[CH:7][C:2]=1[F:1]. (3) Given the reactants [CH3:1][O:2][C:3](=[O:28])[CH:4]([NH:9][C:10](=[O:27])[C:11]1[CH:16]=[CH:15][C:14]([C:17]#[C:18][C:19]2[CH:24]=[CH:23][C:22]([CH2:25][OH:26])=[CH:21][CH:20]=2)=[CH:13][CH:12]=1)[C:5]([NH2:8])([CH3:7])[CH3:6].[C:29](O[C:29]([O:31][C:32]([CH3:35])([CH3:34])[CH3:33])=[O:30])([O:31][C:32]([CH3:35])([CH3:34])[CH3:33])=[O:30].CCOC(C)=O, predict the reaction product. The product is: [CH3:1][O:2][C:3](=[O:28])[CH:4]([NH:9][C:10](=[O:27])[C:11]1[CH:16]=[CH:15][C:14]([C:17]#[C:18][C:19]2[CH:24]=[CH:23][C:22]([CH2:25][OH:26])=[CH:21][CH:20]=2)=[CH:13][CH:12]=1)[C:5]([NH:8][C:29]([O:31][C:32]([CH3:35])([CH3:34])[CH3:33])=[O:30])([CH3:7])[CH3:6]. (4) The product is: [CH2:22]([C@H:21]1[CH2:20][O:19][C:18](=[O:29])[N:17]1[C:15](=[O:16])[CH2:14][C@@H:13]([C:10]1[CH:11]=[CH:12][C:7]([O:6][CH2:5][C:4]2[CH:3]=[C:2]([NH:1][S:46]([C:43]3[CH:42]=[CH:41][C:40]([C:39]([F:38])([F:50])[F:51])=[CH:45][CH:44]=3)(=[O:48])=[O:47])[CH:37]=[CH:36][CH:35]=2)=[CH:8][CH:9]=1)[C:30]1[CH:34]=[CH:33][O:32][N:31]=1)[C:23]1[CH:28]=[CH:27][CH:26]=[CH:25][CH:24]=1. Given the reactants [NH2:1][C:2]1[CH:3]=[C:4]([CH:35]=[CH:36][CH:37]=1)[CH2:5][O:6][C:7]1[CH:12]=[CH:11][C:10]([C@@H:13]([C:30]2[CH:34]=[CH:33][O:32][N:31]=2)[CH2:14][C:15]([N:17]2[C@@H:21]([CH2:22][C:23]3[CH:28]=[CH:27][CH:26]=[CH:25][CH:24]=3)[CH2:20][O:19][C:18]2=[O:29])=[O:16])=[CH:9][CH:8]=1.[F:38][C:39]([F:51])([F:50])[C:40]1[CH:45]=[CH:44][C:43]([S:46](Cl)(=[O:48])=[O:47])=[CH:42][CH:41]=1, predict the reaction product. (5) Given the reactants Br[C:2]1[CH:3]=[CH:4][CH:5]=[C:6]2[C:11]=1[N:10]=[C:9]([Cl:12])[N:8]=[CH:7]2.[NH2:13][C:14]1[CH:15]=[C:16](B(O)O)[CH:17]=[CH:18][CH:19]=1.C([O-])([O-])=O.[Na+].[Na+], predict the reaction product. The product is: [Cl:12][C:9]1[N:8]=[CH:7][C:6]2[C:11](=[C:2]([C:18]3[CH:19]=[C:14]([CH:15]=[CH:16][CH:17]=3)[NH2:13])[CH:3]=[CH:4][CH:5]=2)[N:10]=1.